From a dataset of Full USPTO retrosynthesis dataset with 1.9M reactions from patents (1976-2016). Predict the reactants needed to synthesize the given product. (1) Given the product [Cl:18][C:2]1[CH:7]=[CH:6][N:5]2[N:8]=[CH:9][C:10]([C:11]([O:13][CH2:14][CH3:15])=[O:12])=[C:4]2[N:3]=1, predict the reactants needed to synthesize it. The reactants are: O[C:2]1[CH:7]=[CH:6][N:5]2[N:8]=[CH:9][C:10]([C:11]([O:13][CH2:14][CH3:15])=[O:12])=[C:4]2[N:3]=1.P(Cl)(Cl)([Cl:18])=O. (2) Given the product [CH:2]1([CH2:3][NH:12][S:13]([C:16]2[CH:17]=[CH:18][C:19]([C:20]([O:22][CH3:23])=[O:21])=[CH:24][CH:25]=2)(=[O:14])=[O:15])[CH2:7][CH2:6][CH2:8]1, predict the reactants needed to synthesize it. The reactants are: Cl[C:2]1[C:3]([NH:12][S:13]([C:16]2[CH:25]=[CH:24][C:19]([C:20]([O:22][CH3:23])=[O:21])=[CH:18][CH:17]=2)(=[O:15])=[O:14])=NC=[C:6]([C:8](F)(F)F)[CH:7]=1.C1(CN)CCC1. (3) The reactants are: [Cl:1][C:2]1[CH:3]=[C:4]([CH:25]=[CH:26][C:27]=1[Cl:28])[CH2:5][O:6][C:7]1[CH:12]=[CH:11][C:10]([C@H:13]2[O:18][C:17]3[CH:19]=[CH:20][C:21]([CH:23]=O)=[CH:22][C:16]=3[O:15][CH2:14]2)=[CH:9][CH:8]=1.C1CCN2C(=NCCC2)CC1.[CH3:40][C:41]([O:44][C:45]([NH:47][CH:48](P(OC)(OC)=O)[C:49]([O:51][CH3:52])=[O:50])=[O:46])([CH3:43])[CH3:42]. Given the product [CH3:52][O:51][C:49](=[O:50])[C:48]([NH:47][C:45]([O:44][C:41]([CH3:40])([CH3:42])[CH3:43])=[O:46])=[CH:23][C:21]1[CH:20]=[CH:19][C:17]2[O:18][C@H:13]([C:10]3[CH:9]=[CH:8][C:7]([O:6][CH2:5][C:4]4[CH:25]=[CH:26][C:27]([Cl:28])=[C:2]([Cl:1])[CH:3]=4)=[CH:12][CH:11]=3)[CH2:14][O:15][C:16]=2[CH:22]=1, predict the reactants needed to synthesize it. (4) Given the product [CH2:8]([NH:11][C:12]([C:14]1[CH:15]=[C:16]([NH:17][C:2]2[N:3]=[C:4]([NH2:7])[CH:5]=[CH:6][N:1]=2)[CH:18]=[CH:19][CH:20]=1)=[O:13])[CH2:9][CH3:10], predict the reactants needed to synthesize it. The reactants are: [N:1]1[CH:6]=[CH:5][C:4]([NH2:7])=[N:3][CH:2]=1.[CH2:8]([NH:11][C:12]([C:14]1[CH:15]=[C:16]([CH:18]=[CH:19][CH:20]=1)[NH2:17])=[O:13])[CH2:9][CH3:10]. (5) Given the product [CH3:18][O:17][C:14]1[CH:15]=[CH:16][C:8]([CH:6]=[O:7])=[C:9]([C:10]([N:23]2[CH2:24][CH2:25][N:20]([CH3:19])[CH2:21][CH2:22]2)=[O:12])[CH:13]=1, predict the reactants needed to synthesize it. The reactants are: O=P(Cl)(Cl)Cl.[CH:6]([C:8]1[CH:16]=[CH:15][C:14]([O:17][CH3:18])=[CH:13][C:9]=1[C:10]([OH:12])=O)=[O:7].[CH3:19][N:20]1[CH2:25][CH2:24][NH:23][CH2:22][CH2:21]1.